Dataset: Forward reaction prediction with 1.9M reactions from USPTO patents (1976-2016). Task: Predict the product of the given reaction. (1) Given the reactants [C:1]1([C:7]2[C:8]([NH2:12])=[N:9][O:10][N:11]=2)[CH:6]=[CH:5][CH:4]=[CH:3][CH:2]=1.[C:13]([O:18]CC)(=[O:17])[C:14]([CH3:16])=O.[Li+].[OH-].O.O1CCOCC1, predict the reaction product. The product is: [C:1]1([C:7]2[C:8]([NH:12][CH:14]([C:13]([OH:18])=[O:17])[CH3:16])=[N:9][O:10][N:11]=2)[CH:2]=[CH:3][CH:4]=[CH:5][CH:6]=1. (2) Given the reactants Br[C:2]1[CH:3]=[C:4]([C:11]([O:13][CH2:14][CH3:15])=[O:12])[C:5]2[O:9][CH2:8][CH2:7][C:6]=2[CH:10]=1.[F:16][C:17]([F:28])([F:27])[C:18]1[CH:26]=[CH:25][CH:24]=[CH:23][C:19]=1[C:20]([NH2:22])=[O:21].C1(P(C2C=CC=CC=2)C2C3OC4C(=CC=CC=4P(C4C=CC=CC=4)C4C=CC=CC=4)C(C)(C)C=3C=CC=2)C=CC=CC=1.C(=O)([O-])[O-].[Cs+].[Cs+], predict the reaction product. The product is: [F:16][C:17]([F:27])([F:28])[C:18]1[CH:26]=[CH:25][CH:24]=[CH:23][C:19]=1[C:20]([NH:22][C:2]1[CH:3]=[C:4]([C:11]([O:13][CH2:14][CH3:15])=[O:12])[C:5]2[O:9][CH2:8][CH2:7][C:6]=2[CH:10]=1)=[O:21]. (3) Given the reactants [N+:30]([C:27]1[CH:28]=[CH:29][C:24]([NH:23][CH2:22][CH2:21]COCCCCOC[CH2:21][CH2:22][NH:23][C:24]2[CH:29]=[CH:28][C:27]([N+:30]([O-])=O)=[CH:26][CH:25]=2)=[CH:25][CH:26]=1)([O-])=O.CS(C)=[O:35].NC[CH2:44][CH2:45][O:46][CH2:47][CH2:48][CH2:44][CH2:45][O:46][CH2:47][CH2:48]CN.FC1C=[CH:56][C:55]([N+:58]([O-])=O)=[CH:54][CH:53]=1.C([N:63]([CH2:66][CH3:67])CC)C, predict the reaction product. The product is: [NH2:58][C:55]1[CH:56]=[CH:67][C:66]([NH:63][CH2:48][CH2:47][O:46][CH2:45][CH2:44][O:35][CH2:21][CH2:22][NH:23][C:24]2[CH:25]=[CH:26][C:27]([NH2:30])=[CH:28][CH:29]=2)=[CH:53][CH:54]=1. (4) Given the reactants Br[C:2]1[CH:7]=[CH:6][C:5]([CH3:8])=[CH:4][C:3]=1[F:9].C([Li])CCC.[CH3:15][C:16]1[CH2:20][CH:19]([C:21]([F:24])([F:23])[F:22])[O:18][N:17]=1.B(F)(F)F.CCOCC.[Cl-].[NH4+], predict the reaction product. The product is: [F:9][C:3]1[CH:4]=[C:5]([CH3:8])[CH:6]=[CH:7][C:2]=1[C:16]1([CH3:15])[CH2:20][CH:19]([C:21]([F:24])([F:23])[F:22])[O:18][NH:17]1. (5) Given the reactants [Cl:1][C:2]1[CH:7]=[CH:6][CH:5]=[C:4]([Cl:8])[C:3]=1[NH:9][C:10]1[NH:22][C:21]2[C:16]3[N:17]=[C:18]([CH3:20])[O:19][C:15]=3[C:14]([C:23](O)=[O:24])=[CH:13][C:12]=2[N:11]=1.S(Cl)(Cl)=O.[F:30][C:31]([F:40])([F:39])[C:32]1[CH:38]=[CH:37][C:35]([NH2:36])=[CH:34][CH:33]=1.[H-].[Na+], predict the reaction product. The product is: [Cl:8][C:4]1[CH:5]=[CH:6][CH:7]=[C:2]([Cl:1])[C:3]=1[NH:9][C:10]1[NH:22][C:21]2[C:16]3[N:17]=[C:18]([CH3:20])[O:19][C:15]=3[C:14]([C:23]([NH:36][C:35]3[CH:37]=[CH:38][C:32]([C:31]([F:30])([F:39])[F:40])=[CH:33][CH:34]=3)=[O:24])=[CH:13][C:12]=2[N:11]=1. (6) Given the reactants C([O:3][C:4]([C:6]1[N:7]([CH2:27][CH2:28][CH2:29][O:30][CH3:31])[C:8]2[C:16]([CH:17]=1)=[C:15]1[C:11]([C:12](=[O:19])[NH:13][C:14]1=[O:18])=[C:10]([C:20]1[CH:25]=[CH:24][CH:23]=[CH:22][C:21]=1[Cl:26])[CH:9]=2)=[O:5])C.CC(C)([O-])C.[K+], predict the reaction product. The product is: [Cl:26][C:21]1[CH:22]=[CH:23][CH:24]=[CH:25][C:20]=1[C:10]1[CH:9]=[C:8]2[C:16]([CH:17]=[C:6]([C:4]([OH:5])=[O:3])[N:7]2[CH2:27][CH2:28][CH2:29][O:30][CH3:31])=[C:15]2[C:11]=1[C:12](=[O:19])[NH:13][C:14]2=[O:18].